Dataset: Full USPTO retrosynthesis dataset with 1.9M reactions from patents (1976-2016). Task: Predict the reactants needed to synthesize the given product. (1) Given the product [F:14][C:15]1[CH:16]=[C:17]([CH:23]2[N:28]([C:2]([O:4][C:5]3[CH:10]=[CH:9][C:8]([N+:11]([O-:13])=[O:12])=[CH:7][CH:6]=3)=[O:3])[C:27]([O:29][CH3:30])=[N:26][C:25]([CH3:31])=[C:24]2[C:32](=[O:34])[CH3:33])[CH:18]=[C:19]([F:22])[C:20]=1[F:21], predict the reactants needed to synthesize it. The reactants are: Cl[C:2]([O:4][C:5]1[CH:10]=[CH:9][C:8]([N+:11]([O-:13])=[O:12])=[CH:7][CH:6]=1)=[O:3].[F:14][C:15]1[CH:16]=[C:17]([CH:23]2[NH:28][C:27]([O:29][CH3:30])=[N:26][C:25]([CH3:31])=[C:24]2[C:32](=[O:34])[CH3:33])[CH:18]=[C:19]([F:22])[C:20]=1[F:21].N1C=CC=CC=1. (2) Given the product [CH2:1]([O:3][C:4]([C:6]1[CH:10]=[C:9]([CH3:11])[N:8]([CH2:12][C:13]2[CH:18]=[C:17]([Br:19])[CH:16]=[CH:15][C:14]=2[O:20][CH2:48][C:47]([CH2:21][CH3:22])([CH3:40])[CH2:46][CH3:50])[N:7]=1)=[O:5])[CH3:2], predict the reactants needed to synthesize it. The reactants are: [CH2:1]([O:3][C:4]([C:6]1[CH:10]=[C:9]([CH3:11])[N:8]([CH2:12][C:13]2[CH:18]=[C:17]([Br:19])[CH:16]=[CH:15][C:14]=2[OH:20])[N:7]=1)=[O:5])[CH3:2].[C:21]1(P(C2C=CC=CC=2)C2C=CC=CC=2)C=CC=C[CH:22]=1.[CH:40]1(CO)CCC1.[CH2:46]1[CH2:50]O[CH2:48][CH2:47]1. (3) Given the product [CH2:15]([C@@H:19]([CH2:23][CH:24]=[CH2:25])[C:20]([NH:9][CH2:10][C:11]([O:13][CH3:14])=[O:12])=[O:21])[CH:16]([CH3:18])[CH3:17], predict the reactants needed to synthesize it. The reactants are: CN1CCOCC1.Cl.[NH2:9][CH2:10][C:11]([O:13][CH3:14])=[O:12].[CH2:15]([C@@H:19]([CH2:23][CH:24]=[CH2:25])[C:20](O)=[O:21])[CH:16]([CH3:18])[CH3:17].CN(C(ON1N=NC2C=CC=NC1=2)=[N+](C)C)C.F[P-](F)(F)(F)(F)F. (4) Given the product [OH:28][C@H:25]1[CH2:26][CH2:27][N:23]([C:2]2[C:3]([C:16]3[CH:21]=[CH:20][CH:19]=[CH:18][CH:17]=3)=[N:4][C:5]3[C:10]([N:11]=2)=[CH:9][C:8]([C:12]([O:14][CH3:15])=[O:13])=[CH:7][CH:6]=3)[CH2:24]1, predict the reactants needed to synthesize it. The reactants are: Br[C:2]1[C:3]([C:16]2[CH:21]=[CH:20][CH:19]=[CH:18][CH:17]=2)=[N:4][C:5]2[C:10]([N:11]=1)=[CH:9][C:8]([C:12]([O:14][CH3:15])=[O:13])=[CH:7][CH:6]=2.Cl.[NH:23]1[CH2:27][CH2:26][C@H:25]([OH:28])[CH2:24]1.CCN(C(C)C)C(C)C.C1(C)C=CC=CC=1. (5) The reactants are: Cl[C:2]1[N:11]([C:12]2[CH:17]=[CH:16][CH:15]=[CH:14][CH:13]=2)[C:10](=[O:18])[C:9]2[C:4](=[CH:5][C:6]([C:19]([O:21][CH3:22])=[O:20])=[CH:7][CH:8]=2)[N:3]=1.C(N(CC)C(C)C)(C)C.[Cl:32][C:33]1[CH:40]=[CH:39][C:36]([CH2:37][NH2:38])=[CH:35][CH:34]=1. Given the product [Cl:32][C:33]1[CH:40]=[CH:39][C:36]([CH2:37][NH:38][C:2]2[N:11]([C:12]3[CH:17]=[CH:16][CH:15]=[CH:14][CH:13]=3)[C:10](=[O:18])[C:9]3[C:4](=[CH:5][C:6]([C:19]([O:21][CH3:22])=[O:20])=[CH:7][CH:8]=3)[N:3]=2)=[CH:35][CH:34]=1, predict the reactants needed to synthesize it.